Dataset: Full USPTO retrosynthesis dataset with 1.9M reactions from patents (1976-2016). Task: Predict the reactants needed to synthesize the given product. Given the product [C:13]([C:12]1[C:2]([N:18]2[CH2:23][CH2:22][CH:21]([C:24]([OH:26])=[O:25])[CH2:20][CH2:19]2)=[N:3][C:4]([CH:15]([F:17])[F:16])=[C:5]([C:6]([O:8][CH2:9][CH3:10])=[O:7])[CH:11]=1)#[N:14], predict the reactants needed to synthesize it. The reactants are: Cl[C:2]1[C:12]([C:13]#[N:14])=[CH:11][C:5]([C:6]([O:8][CH2:9][CH3:10])=[O:7])=[C:4]([CH:15]([F:17])[F:16])[N:3]=1.[NH:18]1[CH2:23][CH2:22][CH:21]([C:24]([OH:26])=[O:25])[CH2:20][CH2:19]1.